Dataset: Forward reaction prediction with 1.9M reactions from USPTO patents (1976-2016). Task: Predict the product of the given reaction. (1) Given the reactants [Cl:1][C:2]1[CH:10]=[CH:9][C:5]([C:6]([OH:8])=[O:7])=[C:4]([OH:11])[CH:3]=1.S(Cl)(Cl)=O.[CH3:16]O, predict the reaction product. The product is: [Cl:1][C:2]1[CH:10]=[CH:9][C:5]([C:6]([O:8][CH3:16])=[O:7])=[C:4]([OH:11])[CH:3]=1. (2) Given the reactants [NH:1]1[CH2:7][CH2:6][C:5]([C:8]([OH:10])=[O:9])=[CH:4][C:3]2[CH:11]=[CH:12][CH:13]=[CH:14][C:2]1=2.S(=O)(=O)(O)O.[CH3:20]O, predict the reaction product. The product is: [CH3:20][O:9][C:8]([C:5]1[CH2:6][CH2:7][NH:1][C:2]2[CH:14]=[CH:13][CH:12]=[CH:11][C:3]=2[CH:4]=1)=[O:10]. (3) Given the reactants [CH2:1]([N:8]1[CH2:15][CH:14]2[CH2:16][CH:10]([CH2:11][N:12](CC3C=CC=CC=3)[CH2:13]2)[CH2:9]1)[C:2]1[CH:7]=[CH:6][CH:5]=[CH:4][CH:3]=1, predict the reaction product. The product is: [CH2:1]([N:8]1[CH2:9][CH:10]2[CH2:16][CH:14]([CH2:13][NH:12][CH2:11]2)[CH2:15]1)[C:2]1[CH:7]=[CH:6][CH:5]=[CH:4][CH:3]=1. (4) Given the reactants C1C2C(COC([NH:18][C@@H:19]([C:30]([OH:32])=O)[CH2:20][C:21]3[CH:26]=[C:25]([Br:27])[C:24]([OH:28])=[C:23]([Br:29])[CH:22]=3)=O)C3C(=CC=CC=3)C=2C=CC=1.[CH3:33][C:34]([CH3:60])([O:36][C:37]([NH:39][CH2:40][CH2:41][CH2:42][CH2:43][C@@H:44]([C:46]([N:48]1[CH2:53][CH2:52][N:51]([C:54]2[CH:59]=[CH:58][N:57]=[CH:56][CH:55]=2)[CH2:50][CH2:49]1)=[O:47])[NH2:45])=[O:38])[CH3:35].CN(C(ON1N=NC2C=CC=CC1=2)=[N+](C)C)C.[B-](F)(F)(F)F.C1C=CC2N(O)N=NC=2C=1.CCN(C(C)C)C(C)C.C(NCC)C, predict the reaction product. The product is: [Br:27][C:25]1[CH:26]=[C:21]([CH:22]=[C:23]([Br:29])[C:24]=1[OH:28])[CH2:20][C@H:19]([C:30]([NH:45][C@H:44]([C:46]([N:48]1[CH2:53][CH2:52][N:51]([C:54]2[CH:55]=[CH:56][N:57]=[CH:58][CH:59]=2)[CH2:50][CH2:49]1)=[O:47])[CH2:43][CH2:42][CH2:41][CH2:40][NH:39][C:37]([O:36][C:34]([CH3:33])([CH3:60])[CH3:35])=[O:38])=[O:32])[NH2:18]. (5) Given the reactants [C:1]([O:5][C:6](=[O:28])[NH:7][C:8]1[S:9][C:10]2[CH:16]=[C:15]([C:17]#N)[CH:14]=[C:13]([C:19]3[CH:24]=[CH:23][CH:22]=[C:21]([N+:25]([O-:27])=[O:26])[CH:20]=3)[C:11]=2[N:12]=1)([CH3:4])([CH3:3])[CH3:2].CC(C[AlH]CC(C)C)C.Cl.[OH2:39], predict the reaction product. The product is: [C:1]([O:5][C:6](=[O:28])[NH:7][C:8]1[S:9][C:10]2[CH:16]=[C:15]([CH:17]=[O:39])[CH:14]=[C:13]([C:19]3[CH:24]=[CH:23][CH:22]=[C:21]([N+:25]([O-:27])=[O:26])[CH:20]=3)[C:11]=2[N:12]=1)([CH3:2])([CH3:4])[CH3:3].